This data is from Reaction yield outcomes from USPTO patents with 853,638 reactions. The task is: Predict the reaction yield, written as a fraction of the theoretical maximum amount of product (1.0 means a 100% yield; for example, 0.34 means a 34% yield). (1) The reactants are C1(P(C2C=CC=CC=2)C2C=CC=CC=2)C=CC=CC=1.BrN1C(=O)CCC1=O.[Br:28][C:29]1[CH:30]=[C:31]([CH:39]([CH2:43][CH:44]2[CH2:48][CH2:47][CH2:46][CH2:45]2)[C:40]([OH:42])=O)[CH:32]=[CH:33][C:34]=1[S:35]([CH3:38])(=[O:37])=[O:36].[NH2:49][C:50]1[CH:55]=[CH:54][C:53]([Br:56])=[CH:52][N:51]=1. The catalyst is C(Cl)Cl. The product is [Br:28][C:29]1[CH:30]=[C:31]([CH:39]([CH2:43][CH:44]2[CH2:48][CH2:47][CH2:46][CH2:45]2)[C:40]([NH:49][C:50]2[CH:55]=[CH:54][C:53]([Br:56])=[CH:52][N:51]=2)=[O:42])[CH:32]=[CH:33][C:34]=1[S:35]([CH3:38])(=[O:36])=[O:37]. The yield is 0.580. (2) The reactants are F[C:2]1[N:7]=[C:6]([NH:8][C:9]2[S:10][CH:11]=[C:12]([C:14]3[CH:19]=[CH:18][C:17]([C:20]4[CH:25]=[CH:24][CH:23]=[CH:22][CH:21]=4)=[CH:16][CH:15]=3)[N:13]=2)[CH:5]=[CH:4][CH:3]=1.[CH3:26][NH:27][CH3:28].O. The yield is 0.110. The product is [CH3:26][N:27]([CH3:28])[C:2]1[CH:3]=[CH:4][CH:5]=[C:6]([NH:8][C:9]2[S:10][CH:11]=[C:12]([C:14]3[CH:19]=[CH:18][C:17]([C:20]4[CH:25]=[CH:24][CH:23]=[CH:22][CH:21]=4)=[CH:16][CH:15]=3)[N:13]=2)[N:7]=1. No catalyst specified. (3) The reactants are [Al+3].[Cl-].[Cl-].[Cl-].[F:5][C:6]1[CH:11]=[CH:10][CH:9]=[CH:8][CH:7]=1.[C:12]1(=[O:19])[O:18][C:16](=[O:17])[CH2:15][CH2:14][CH2:13]1. The catalyst is Cl. The product is [F:5][C:6]1[CH:11]=[CH:10][C:9]([C:12]([CH2:13][CH2:14][CH2:15][C:16]([OH:18])=[O:17])=[O:19])=[CH:8][CH:7]=1. The yield is 0.793. (4) The reactants are [C:1]([C:4]1[C:9]2[NH:10][C:11]3[C:16]([C:8]=2[C:7]([C:22]2[C:23]([CH3:40])=[C:24]([NH:28][CH2:29][C:30]4[CH:38]=[CH:37][C:36]([F:39])=[CH:35][C:31]=4[C:32]([OH:34])=O)[CH:25]=[CH:26][CH:27]=2)=[CH:6][N:5]=1)=[CH:15][CH:14]=[C:13]([O:17][CH2:18][CH2:19][O:20][CH3:21])[CH:12]=3)(=[O:3])[NH2:2].C(O)(C(F)(F)F)=O.C(NC(C)C)(C)C.F[P-](F)(F)(F)(F)F.N1(O[P+](N(C)C)(N(C)C)N(C)C)C2C=CC=CC=2N=N1.CN1CCOCC1. The catalyst is CN(C=O)C.C(OCC)(=O)C. The product is [F:39][C:36]1[CH:35]=[C:31]2[C:30]([CH2:29][N:28]([C:24]3[C:23]([CH3:40])=[C:22]([C:7]4[C:8]5[C:16]6[C:11](=[CH:12][C:13]([O:17][CH2:18][CH2:19][O:20][CH3:21])=[CH:14][CH:15]=6)[NH:10][C:9]=5[C:4]([C:1]([NH2:2])=[O:3])=[N:5][CH:6]=4)[CH:27]=[CH:26][CH:25]=3)[C:32]2=[O:34])=[CH:38][CH:37]=1. The yield is 0.510. (5) The reactants are C([O:5][CH2:6][CH2:7][O:8][C:9]1[CH:14]=[CH:13][C:12]([C@H:15]2[NH:19][C:18](=[O:20])[N:17]([C@H:21]([C:30]3[NH:31][C:32]([C:35]4[CH:40]=[CH:39][C:38]([C:41]#[CH:42])=[CH:37][C:36]=4[F:43])=[CH:33][N:34]=3)[C@H:22]([C:24]3[CH:29]=[CH:28][CH:27]=[CH:26][CH:25]=3)[CH3:23])[C:16]2=[O:44])=[CH:11][CH:10]=1)(C)(C)C.ClCCl.C(#N)C.[I-].[Na+].Cl[Si](C)(C)C. The product is [C:41]([C:38]1[CH:39]=[CH:40][C:35]([C:32]2[NH:31][C:30]([C@@H:21]([N:17]3[C:16](=[O:44])[C@@H:15]([C:12]4[CH:11]=[CH:10][C:9]([O:8][CH2:7][CH2:6][OH:5])=[CH:14][CH:13]=4)[NH:19][C:18]3=[O:20])[C@H:22]([C:24]3[CH:25]=[CH:26][CH:27]=[CH:28][CH:29]=3)[CH3:23])=[N:34][CH:33]=2)=[C:36]([F:43])[CH:37]=1)#[CH:42]. The yield is 0.220. The catalyst is C(OCC)(=O)C.